Binary Classification. Given a miRNA mature sequence and a target amino acid sequence, predict their likelihood of interaction. From a dataset of Experimentally validated miRNA-target interactions with 360,000+ pairs, plus equal number of negative samples. (1) The miRNA is hsa-miR-4306 with sequence UGGAGAGAAAGGCAGUA. The protein sequence of the target gene is MCDRNGGRRLRQWLIEQIDSSMYPGLIWENEEKSMFRIPWKHAGKQDYNQEVDASIFKAWAVFKGKFKEGDKAEPATWKTRLRCALNKSPDFEEVTDRSQLDISEPYKVYRIVPEEEQKCKLGVATAGCVNEVTEMECGRSEIDELIKEPSVDDYMGMIKRSPSPPEACRSQLLPDWWAQQPSTGVPLVTGYTTYDAHHSAFSQMVISFYYGGKLVGQATTTCPEGCRLSLSQPGLPGTKLYGPEGLELVRFPPADAIPSERQRQVTRKLFGHLERGVLLHSSRQGVFVKRLCQGRVFCS.... Result: 0 (no interaction). (2) The miRNA is hsa-miR-7155-3p with sequence UGGCCCAAGACCUCAGACC. The protein sequence of the target gene is MEPPRGPPVSGAEPSRAVGTVKVYLPNKQRTVVTVREGMSVYDSLDKALKVRGLNQDCCVVYRLIKGRKTVTAWDTAIAPLDGEELIVEVLEDVPLTMHNFVRKTFFSLAFCDFCLKFLFHGFRCQTCGYKFHQHCSSKVPTVCVDMSTNRRQFYHSIQDLSGGSRQQEAPSNLSVNELLTPQGPSPFTQQRDQEHFSFPAPANPPLQRIRSTSTPNVHMVSTTAPMDSSLMQFTAQSFSTDAAGRGGDGAPRGSPSPASVSSGRKSPHSKLPSEQRERKSLADEKKKVKNLGYRDSGYY.... Result: 0 (no interaction). (3) The miRNA is mmu-miR-466q with sequence GUGCACACACACACAUACGU. The protein sequence of the target gene is MEVVPAEVNSLLPDDIMDTAITLVDEDSIEAVIVSSPIPMETELEEIVNINSTGDSTATPISTEPITVYSNHTNQVAVNTTVSKADSNTTVKPAFPSGLQKLGAQTPVTISANQIILNKVSQTSDLKLGNQTLKPDGQKLILTTLGKSGSPIVLALPHSQLPQAQKVTAQAQPGDAKLPPQQIKVVTIGGRPEVKPVIGVSALTPGSQLINTTTQPSVLQTQQLKTVQIAKKPRTPTSGPVITKLIFAKPINSKAVTGQTTQASPPVVTGRVLSQSTPGTPSKTITISESGVIGSTLNST.... Result: 1 (interaction). (4) The miRNA is hsa-miR-484 with sequence UCAGGCUCAGUCCCCUCCCGAU. The protein sequence of the target gene is MESTQVIDWDAEEEEETELSSGSLGYSVEPIGQLRLFSGTHGPERDFPLYLGKNVVGRSPDCSVALPFPSISKQHAVIEISAWNKAPILQDCGSLNGTQIVKPPRVLPPGVSHRLRDQELILFADFPCQYHRLDVPPPLVPRSLLTIEKTPRIRIESQNSRVLLAADSEEEGDFPSGRCVANGQRNTASPSATVVPESDEEVSSPAPSVPGPSSPFGLGSDTDEEQGQQPGVEESSLADSSGAAGEAEQPEANGTTAGIQAQPTEHKLKDTKVKKEAGRAGVSDGSVLERSPTLGEDSDT.... Result: 0 (no interaction). (5) The miRNA is hsa-miR-194-3p with sequence CCAGUGGGGCUGCUGUUAUCUG. Result: 0 (no interaction). The protein sequence of the target gene is MRVFQRSTCRMPVSRATVTILLGILFGFSITYYLTALKSLTNPIICGPEQQIGGFDYLDVISQRADADVFTRSQSLPGHRRGLILVAIMTAAKYVDTRAYNVWKTWAQHIPGRVLIFVAEGTESVHEDMPLIRLKGVDDTYPPQKKSFAMVKWLAENMADEYDWFLRADDDLYIRGEELALFLRSVDSSKAHIIGQAGLGNSAEYGLLALGSTDNYCMGGPGIVMSRDTLLKVSPHLESCLQHMLTSHEDVELGRCIRKHVGVACTWNYEMQKLFHNNQSAIKESYAKNMKELKDAITLH.... (6) The miRNA is mmu-miR-690 with sequence AAAGGCUAGGCUCACAACCAAA. The protein sequence of the target gene is MDRLGPFSNDPSDKPPCRGCSSYLMEPYIKCAECGPPPFFLCLQCFTRGFEYKKHQSDHTYEIMTSDFPVLDPSWTAQEEMALLEAVMDCGFGNWQDVANQMCTKTKEECEKHYMKHFINNPLFASTLLNLKQAEEAKTADTAIPFHSTDDPPRPTFDSLLSRDMAGYMPARADFIEEFDNYAEWDLRDIDFVEDDSDILHALKMAVVDIYHSRLKERQRRKKIIRDHGLINLRKFQLMERRYPKEVQDLYETMRRFARIVGPVEHDKFIESHALEFELRREIKRLQEYRTAGITNFCSA.... Result: 0 (no interaction). (7) The miRNA is mmu-miR-669a-3p with sequence ACAUAACAUACACACACACGUAU. The protein sequence of the target gene is MKKRKELNALIGLAGDHRRKKTKQGSGSHRLLRTEPPDSDSESSTDEEEFGAIGNRSRFVKGDYARCCKICCPLCAFVILAACVVASVGLVWMQMALKEDLDVLKEKFRTMESNQKSSFQEIPKLNEELLSKQKQLEKIESGELGLSRVWINITEMNKQISLLSSAVNHLKASVKSAADLLSLPSTVEGLQKSVASIGNTLNSVHLAVEVIQKTVDEHRTTLGLLQGSMENNGSNQILPSPSPPSELDNKSHSESAKQDILYLHNSLEEVNSTVVEYQRQNDLKLKGMSETLSNLTQRLS.... Result: 0 (no interaction). (8) The miRNA is hsa-miR-376c-3p with sequence AACAUAGAGGAAAUUCCACGU. The protein sequence of the target gene is MEASSEPPLDAKSDVTNQLVDFQWKLGMAVSSDTCRSLKYPYVAVMLKVADHSGQVKTKCFEMTIPQFQNFYRQFKEIAAVIETV. Result: 0 (no interaction). (9) The miRNA is mmu-miR-449b with sequence AGGCAGUGUUGUUAGCUGGC. The protein sequence of the target gene is MAGARSRDPWGASGICYLFGSLLVELLFSRAVAFNLDVMGALRKEGEPGSLFGFSVALHRQLQPRPQSWLLVGAPQALALPGQQANRTGGLFACPLSLEETDCYRVDIDQGADMQKESKENQWLGVSVRSQGPGGKIVTCAHRYEARQRVDQILETRDMIGRCFVLSQDLAIRDELDGGEWKFCEGRPQGHEQFGFCQQGTAAAFSPDSHYLLFGAPGTYNWKGTARVELCAQGSADLAHLDDGPYEAGGEKEQDPRLIPVPANSYFGLLFVTNIDSSDPDQLVYKTLDPADRLPGPAGD.... Result: 0 (no interaction).